Predict the reactants needed to synthesize the given product. From a dataset of Full USPTO retrosynthesis dataset with 1.9M reactions from patents (1976-2016). Given the product [Cl:2][C:3]1[CH:8]=[CH:7][CH:6]=[CH:5][C:4]=1[CH2:9][CH2:10][C:11]([NH:13][C:14]1[C:23]([Cl:24])=[CH:22][CH:21]=[C:20]2[C:15]=1[CH:16]=[CH:17][C:18]([N:25]1[CH2:29][CH2:28][C@H:27]([NH:30][CH2:31][CH2:32][OH:33])[CH2:26]1)=[N:19]2)=[O:12], predict the reactants needed to synthesize it. The reactants are: Cl.[Cl:2][C:3]1[CH:8]=[CH:7][CH:6]=[CH:5][C:4]=1[CH2:9][CH2:10][C:11]([NH:13][C:14]1[C:23]([Cl:24])=[CH:22][CH:21]=[C:20]2[C:15]=1[CH:16]=[CH:17][C:18]([N:25]1[CH2:29][CH2:28][C@H:27]([NH:30][CH2:31][CH2:32][O:33][Si](C(C)(C)C)(C)C)[CH2:26]1)=[N:19]2)=[O:12].